This data is from NCI-60 drug combinations with 297,098 pairs across 59 cell lines. The task is: Regression. Given two drug SMILES strings and cell line genomic features, predict the synergy score measuring deviation from expected non-interaction effect. (1) Drug 1: CC1=C(C=C(C=C1)NC(=O)C2=CC=C(C=C2)CN3CCN(CC3)C)NC4=NC=CC(=N4)C5=CN=CC=C5. Drug 2: C(=O)(N)NO. Cell line: A549. Synergy scores: CSS=-0.694, Synergy_ZIP=0.285, Synergy_Bliss=0.226, Synergy_Loewe=-1.59, Synergy_HSA=-1.29. (2) Drug 1: CC1CCC2CC(C(=CC=CC=CC(CC(C(=O)C(C(C(=CC(C(=O)CC(OC(=O)C3CCCCN3C(=O)C(=O)C1(O2)O)C(C)CC4CCC(C(C4)OC)O)C)C)O)OC)C)C)C)OC. Drug 2: C(CC(=O)O)C(=O)CN.Cl. Cell line: BT-549. Synergy scores: CSS=6.95, Synergy_ZIP=-7.03, Synergy_Bliss=-4.04, Synergy_Loewe=-3.29, Synergy_HSA=-2.73. (3) Drug 1: C1CC(=O)NC(=O)C1N2CC3=C(C2=O)C=CC=C3N. Drug 2: CC1=C(C(=CC=C1)Cl)NC(=O)C2=CN=C(S2)NC3=CC(=NC(=N3)C)N4CCN(CC4)CCO. Cell line: UACC62. Synergy scores: CSS=3.87, Synergy_ZIP=-1.48, Synergy_Bliss=-0.687, Synergy_Loewe=0.425, Synergy_HSA=0.226. (4) Drug 1: CC1=C2C(C(=O)C3(C(CC4C(C3C(C(C2(C)C)(CC1OC(=O)C(C(C5=CC=CC=C5)NC(=O)C6=CC=CC=C6)O)O)OC(=O)C7=CC=CC=C7)(CO4)OC(=O)C)O)C)OC(=O)C. Drug 2: C1=NC2=C(N1)C(=S)N=CN2. Cell line: SF-539. Synergy scores: CSS=50.9, Synergy_ZIP=-7.21, Synergy_Bliss=-10.8, Synergy_Loewe=-8.43, Synergy_HSA=-5.70. (5) Drug 1: C1C(C(OC1N2C=C(C(=O)NC2=O)F)CO)O. Drug 2: CC1=C(C=C(C=C1)C(=O)NC2=CC(=CC(=C2)C(F)(F)F)N3C=C(N=C3)C)NC4=NC=CC(=N4)C5=CN=CC=C5. Cell line: UACC-257. Synergy scores: CSS=2.04, Synergy_ZIP=-0.223, Synergy_Bliss=1.95, Synergy_Loewe=-3.33, Synergy_HSA=-0.473. (6) Drug 2: CC1=C2C(C(=O)C3(C(CC4C(C3C(C(C2(C)C)(CC1OC(=O)C(C(C5=CC=CC=C5)NC(=O)OC(C)(C)C)O)O)OC(=O)C6=CC=CC=C6)(CO4)OC(=O)C)OC)C)OC. Drug 1: C1CCN(CC1)CCOC2=CC=C(C=C2)C(=O)C3=C(SC4=C3C=CC(=C4)O)C5=CC=C(C=C5)O. Synergy scores: CSS=40.6, Synergy_ZIP=6.02, Synergy_Bliss=4.01, Synergy_Loewe=-21.8, Synergy_HSA=5.65. Cell line: LOX IMVI. (7) Drug 1: CCC1=CC2CC(C3=C(CN(C2)C1)C4=CC=CC=C4N3)(C5=C(C=C6C(=C5)C78CCN9C7C(C=CC9)(C(C(C8N6C)(C(=O)OC)O)OC(=O)C)CC)OC)C(=O)OC.C(C(C(=O)O)O)(C(=O)O)O. Drug 2: C1=NC2=C(N=C(N=C2N1C3C(C(C(O3)CO)O)O)F)N. Cell line: CCRF-CEM. Synergy scores: CSS=61.9, Synergy_ZIP=-3.31, Synergy_Bliss=-4.39, Synergy_Loewe=-8.10, Synergy_HSA=-3.03.